This data is from Catalyst prediction with 721,799 reactions and 888 catalyst types from USPTO. The task is: Predict which catalyst facilitates the given reaction. (1) Reactant: C([O:3][C:4]([C:6]1[C:7]2[C:15]([CH3:16])=[N:14][N:13]([CH:17]3[CH2:22][CH2:21][CH2:20][CH2:19][O:18]3)[C:8]=2[N:9]=[C:10]([Cl:12])[CH:11]=1)=[O:5])C.[OH-].[Na+]. Product: [Cl:12][C:10]1[CH:11]=[C:6]([C:4]([OH:5])=[O:3])[C:7]2[C:15]([CH3:16])=[N:14][N:13]([CH:17]3[CH2:22][CH2:21][CH2:20][CH2:19][O:18]3)[C:8]=2[N:9]=1. The catalyst class is: 32. (2) Reactant: [CH:1]1([O:7][C:8]2[CH:31]=[CH:30][C:11]3[C:12]([CH2:15][CH2:16][CH:17]4[CH2:22][CH2:21][N:20]([C:23](OC(C)(C)C)=O)[CH2:19][CH2:18]4)=[N:13][O:14][C:10]=3[C:9]=2[CH2:32][N:33]([CH3:35])[CH3:34])[CH2:6][CH2:5][CH2:4][CH:3]=[CH:2]1.Cl.[C:37]1([CH3:43])[CH:42]=[CH:41][CH:40]=[CH:39][CH:38]=1. Product: [CH3:34][N:33]([CH2:32][C:9]1[C:10]2[O:14][N:13]=[C:12]([CH2:15][CH2:16][CH:17]3[CH2:22][CH2:21][N:20]([CH2:23][C:37]4[CH:42]=[CH:41][CH:40]=[CH:39][CH:38]=4)[CH2:19][CH2:18]3)[C:11]=2[CH:30]=[CH:31][C:8]=1[O:7][CH:1]1[CH2:6][CH2:5][CH2:4][CH:3]=[CH:2]1)[CH3:35].[CH2:43]([N:20]1[CH2:21][CH2:22][CH:17]([CH2:16][CH2:15][C:12]2[C:11]3[CH:30]=[CH:31][C:8]([OH:7])=[C:9]([CH2:32][N:33]([CH3:34])[CH3:35])[C:10]=3[O:14][N:13]=2)[CH2:18][CH2:19]1)[C:37]1[CH:42]=[CH:41][CH:40]=[CH:39][CH:38]=1. The catalyst class is: 5. (3) Reactant: [Cl:1][CH:2]1[C:6]([CH3:8])([CH3:7])[O:5][N:4]=[C:3]1[S:9]([CH2:11][C:12]1[C:13]([C:24]([F:27])([F:26])[F:25])=[N:14][N:15]([CH3:23])[C:16]=1[O:17][CH2:18][C:19]([F:22])([F:21])[F:20])=[O:10].ClC1C=C(C=CC=1)C(OO)=[O:33]. Product: [Cl:1][CH:2]1[C:6]([CH3:8])([CH3:7])[O:5][N:4]=[C:3]1[S:9]([CH2:11][C:12]1[C:13]([C:24]([F:27])([F:26])[F:25])=[N:14][N:15]([CH3:23])[C:16]=1[O:17][CH2:18][C:19]([F:20])([F:21])[F:22])(=[O:33])=[O:10]. The catalyst class is: 4. (4) Reactant: [F:1][C:2]1[CH:3]=[C:4]([CH:32]=[C:33]([F:35])[CH:34]=1)[CH2:5][C@H:6]([NH:24]C(=O)OC(C)(C)C)[C@H:7]([OH:23])[CH2:8][NH:9][CH:10]1[C:19]2[C:14](=[CH:15][CH:16]=[C:17]([CH2:20][CH3:21])[CH:18]=2)[N:13]([CH3:22])[CH2:12][CH2:11]1.Cl. Product: [NH2:24][C@@H:6]([CH2:5][C:4]1[CH:3]=[C:2]([F:1])[CH:34]=[C:33]([F:35])[CH:32]=1)[C@H:7]([OH:23])[CH2:8][NH:9][CH:10]1[C:19]2[C:14](=[CH:15][CH:16]=[C:17]([CH2:20][CH3:21])[CH:18]=2)[N:13]([CH3:22])[CH2:12][CH2:11]1. The catalyst class is: 275. (5) Reactant: [Cl:1][C:2]1[CH:10]=[C:9]([CH:11]([O:16][CH2:17][C:18]2([C:31]3[CH:36]=[CH:35][C:34]([F:37])=[CH:33][CH:32]=3)[CH2:23][CH2:22][N:21]([C:24]([O:26][C:27]([CH3:30])([CH3:29])[CH3:28])=[O:25])[CH2:20][CH2:19]2)[C:12]([O:14][CH3:15])=[O:13])[C:8]2[C:4](=[CH:5][N:6](COCC[Si](C)(C)C)[N:7]=2)[CH:3]=1. Product: [Cl:1][C:2]1[CH:3]=[C:4]2[C:8](=[C:9]([CH:11]([O:16][CH2:17][C:18]3([C:31]4[CH:32]=[CH:33][C:34]([F:37])=[CH:35][CH:36]=4)[CH2:23][CH2:22][N:21]([C:24]([O:26][C:27]([CH3:30])([CH3:29])[CH3:28])=[O:25])[CH2:20][CH2:19]3)[C:12]([O:14][CH3:15])=[O:13])[CH:10]=1)[NH:7][N:6]=[CH:5]2. The catalyst class is: 55. (6) Reactant: C1C=CC(P(C2C=CC=CC=2)C2C=CC=CC=2)=CC=1.CC(OC(/N=N/C(OC(C)C)=O)=O)C.[I:34][C:35]1[C:39]([C:40]([O:42][CH2:43][CH3:44])=[O:41])=[C:38]([C:45]([O:47][CH2:48][CH3:49])=[O:46])[NH:37][N:36]=1.[C:50]([O:54][C:55](=[O:63])[NH:56][CH:57]([CH:60]1[CH2:62][CH2:61]1)[CH2:58]O)([CH3:53])([CH3:52])[CH3:51]. Product: [CH2:43]([O:42][C:40]([C:39]1[C:35]([I:34])=[N:36][N:37]([CH2:58][CH:57]([NH:56][C:55]([O:54][C:50]([CH3:51])([CH3:53])[CH3:52])=[O:63])[CH:60]2[CH2:61][CH2:62]2)[C:38]=1[C:45]([O:47][CH2:48][CH3:49])=[O:46])=[O:41])[CH3:44]. The catalyst class is: 49.